The task is: Predict the product of the given reaction.. This data is from Forward reaction prediction with 1.9M reactions from USPTO patents (1976-2016). (1) Given the reactants [C:1]([C:4]1[C:5]([CH3:15])=[C:6]2[C:11](=[O:12])[NH:10][CH2:9][CH2:8][N:7]2[C:13]=1[CH3:14])(=[O:3])[CH3:2].CC(O[CH:21](N(C)C)[N:22]([CH3:24])[CH3:23])(C)C, predict the reaction product. The product is: [CH3:21][N:22]([CH3:24])/[CH:23]=[CH:2]/[C:1]([C:4]1[C:5]([CH3:15])=[C:6]2[C:11](=[O:12])[NH:10][CH2:9][CH2:8][N:7]2[C:13]=1[CH3:14])=[O:3]. (2) The product is: [F:7][C:8]1[CH:22]=[CH:21][CH:20]=[C:19]([F:23])[C:9]=1[CH2:10][N:11]1[CH:15]=[C:14]([C:16]([NH2:25])=[O:17])[N:13]=[N:12]1. Given the reactants C(Cl)(=O)C(Cl)=O.[F:7][C:8]1[CH:22]=[CH:21][CH:20]=[C:19]([F:23])[C:9]=1[CH2:10][N:11]1[CH:15]=[C:14]([C:16](O)=[O:17])[N:13]=[N:12]1.[Cl-].[NH4+:25].C(=O)(O)[O-].[Na+], predict the reaction product.